The task is: Predict the product of the given reaction.. This data is from Forward reaction prediction with 1.9M reactions from USPTO patents (1976-2016). (1) Given the reactants Br[C:2]1[CH:3]=[C:4]([S:8]([NH:11][C:12]2[CH:17]=[CH:16][C:15]([C@@H:18]3[CH2:22][CH2:21][N:20]([CH2:23][CH2:24][CH3:25])[CH2:19]3)=[CH:14][CH:13]=2)(=[O:10])=[O:9])[CH:5]=[CH:6][CH:7]=1.[NH:26]1[CH2:30][CH2:29][CH2:28][CH2:27]1.C([O-])(C)(C)C.[Na+].S([O-])([O-])(=O)=O.[Na+].[Na+].C1(P(C2C=CC=CC=2)C2C=CC3C(=CC=CC=3)C=2C2C3C(=CC=CC=3)C=CC=2P(C2C=CC=CC=2)C2C=CC=CC=2)C=CC=CC=1, predict the reaction product. The product is: [CH2:23]([N:20]1[CH2:21][CH2:22][C@@H:18]([C:15]2[CH:16]=[CH:17][C:12]([NH:11][S:8]([C:4]3[CH:5]=[CH:6][CH:7]=[C:2]([N:26]4[CH2:30][CH2:29][CH2:28][CH2:27]4)[CH:3]=3)(=[O:10])=[O:9])=[CH:13][CH:14]=2)[CH2:19]1)[CH2:24][CH3:25]. (2) Given the reactants [N:1]1[C:10]2[C:5](=[CH:6][CH:7]=[C:8]([CH2:11][C:12]([OH:14])=[O:13])[CH:9]=2)[CH:4]=[CH:3][CH:2]=1.O=S(Cl)Cl.[CH3:19]O, predict the reaction product. The product is: [N:1]1[C:10]2[C:5](=[CH:6][CH:7]=[C:8]([CH2:11][C:12]([O:14][CH3:19])=[O:13])[CH:9]=2)[CH:4]=[CH:3][CH:2]=1. (3) Given the reactants [F:1][C:2]1[CH:22]=[CH:21][C:5]([C:6]([N:8]2[CH2:13][CH2:12][CH2:11][C@H:10]([C:14](N(OC)C)=[O:15])[C@@H:9]2[CH3:20])=[O:7])=[CH:4][CH:3]=1.[F:23][C:24]1[CH:29]=[CH:28][C:27]([Mg]Br)=[CH:26][CH:25]=1.C(OCC)C, predict the reaction product. The product is: [F:1][C:2]1[CH:3]=[CH:4][C:5]([C:6]([N:8]2[CH2:13][CH2:12][CH2:11][C@H:10]([C:14](=[O:15])[C:27]3[CH:28]=[CH:29][C:24]([F:23])=[CH:25][CH:26]=3)[C@@H:9]2[CH3:20])=[O:7])=[CH:21][CH:22]=1. (4) Given the reactants [C:1]([N:5]=[C:6]=[O:7])([CH3:4])([CH3:3])[CH3:2].[CH2:8]([O:10][C:11]([C:13]1([CH2:19][S:20]([C:23]2[CH:28]=[CH:27][C:26]([O:29][CH2:30][C:31]#[C:32][CH3:33])=[CH:25][CH:24]=2)(=[O:22])=[O:21])[CH2:18][CH2:17][NH:16][CH2:15][CH2:14]1)=[O:12])[CH3:9].C(N(CC)CC)C, predict the reaction product. The product is: [CH2:8]([O:10][C:11]([C:13]1([CH2:19][S:20]([C:23]2[CH:24]=[CH:25][C:26]([O:29][CH2:30][C:31]#[C:32][CH3:33])=[CH:27][CH:28]=2)(=[O:22])=[O:21])[CH2:14][CH2:15][N:16]([C:6](=[O:7])[NH:5][C:1]([CH3:4])([CH3:3])[CH3:2])[CH2:17][CH2:18]1)=[O:12])[CH3:9]. (5) The product is: [CH3:1][O:2][C:3]1[CH:8]=[CH:7][C:6]([CH:9]2[CH2:14][CH2:13][O:12][CH2:11][CH2:10]2)=[CH:5][C:4]=1[NH2:15]. Given the reactants [CH3:1][O:2][C:3]1[CH:8]=[CH:7][C:6]([CH:9]2[CH2:14][CH2:13][O:12][CH2:11][CH2:10]2)=[CH:5][C:4]=1[N+:15]([O-])=O, predict the reaction product.